Dataset: Full USPTO retrosynthesis dataset with 1.9M reactions from patents (1976-2016). Task: Predict the reactants needed to synthesize the given product. (1) Given the product [O:8]1[CH2:12][CH2:11][CH:10]([CH2:13][O:14][S:16]([CH3:15])(=[O:18])=[O:17])[CH2:9]1, predict the reactants needed to synthesize it. The reactants are: C(N(CC)CC)C.[O:8]1[CH2:12][CH2:11][CH:10]([CH2:13][OH:14])[CH2:9]1.[CH3:15][S:16](O[S:16]([CH3:15])(=[O:18])=[O:17])(=[O:18])=[O:17]. (2) Given the product [F:12][C:11]([F:14])([F:13])[C:8]1[S:7][C:6]2[CH:5]=[CH:4][CH:3]=[C:2]([C:18]([OH:20])=[O:19])[C:10]=2[CH:9]=1, predict the reactants needed to synthesize it. The reactants are: Br[C:2]1[C:10]2[CH:9]=[C:8]([C:11]([F:14])([F:13])[F:12])[S:7][C:6]=2[CH:5]=[CH:4][CH:3]=1.[Mg].II.[C:18](=[O:20])=[O:19].Cl.